This data is from Catalyst prediction with 721,799 reactions and 888 catalyst types from USPTO. The task is: Predict which catalyst facilitates the given reaction. (1) Reactant: Cl[C:2]1[CH:3]=[CH:4][C:5]2[N:6]([CH:8]=[CH:9][C:10](=[O:20])[C:11]=2[C:12]2[C:17]([F:18])=[CH:16][CH:15]=[CH:14][C:13]=2[F:19])[N:7]=1.[NH4+:21].[Cl-].[NH4+].[OH-]. Product: [NH2:21][C:2]1[CH:3]=[CH:4][C:5]2[N:6]([CH:8]=[CH:9][C:10](=[O:20])[C:11]=2[C:12]2[C:17]([F:18])=[CH:16][CH:15]=[CH:14][C:13]=2[F:19])[N:7]=1. The catalyst class is: 6. (2) Reactant: [CH3:1][C:2]1[N:7]=[CH:6][N:5]=[C:4](OS(C2C=CC(C)=CC=2)(=O)=O)[CH:3]=1.[C:19]([C:21]1[CH:26]=[CH:25][C:24]([O:27][CH3:28])=[CH:23][CH:22]=1)#[CH:20]. Product: [CH3:28][O:27][C:24]1[CH:25]=[CH:26][C:21]([C:19]#[C:20][C:4]2[CH:3]=[C:2]([CH3:1])[N:7]=[CH:6][N:5]=2)=[CH:22][CH:23]=1. The catalyst class is: 243. (3) Reactant: [F:1][C:2]([F:19])([F:18])[C:3]([NH:5][C@@H:6]1[C:14]2[C:9](=[CH:10][CH:11]=[C:12]([O:15][CH3:16])[CH:13]=2)[CH2:8][C@@H:7]1[OH:17])=[O:4].[H-].[Na+].[CH2:22](Br)[CH:23]=[CH2:24].O. Product: [CH2:24]([O:17][C@H:7]1[CH2:8][C:9]2[C:14](=[CH:13][C:12]([O:15][CH3:16])=[CH:11][CH:10]=2)[C@H:6]1[NH:5][C:3](=[O:4])[C:2]([F:18])([F:19])[F:1])[CH:23]=[CH2:22]. The catalyst class is: 3. (4) Reactant: [CH3:1][C@H:2]1[CH2:6][CH2:5][NH:4][C@@H:3]1[C:7]([O:9][CH2:10][CH3:11])=[O:8].[C:12](O[C:12]([O:14][C:15]([CH3:18])([CH3:17])[CH3:16])=[O:13])([O:14][C:15]([CH3:18])([CH3:17])[CH3:16])=[O:13].C(N(CC)CC)C.C1COCC1. Product: [CH3:1][C@H:2]1[CH2:6][CH2:5][N:4]([C:12]([O:14][C:15]([CH3:18])([CH3:17])[CH3:16])=[O:13])[C@@H:3]1[C:7]([O:9][CH2:10][CH3:11])=[O:8]. The catalyst class is: 97. (5) Reactant: [Si]([O:8][CH2:9][C:10]1[C:11]([F:23])=[C:12]([C:16]2[CH:17]=[N:18][C:19](Cl)=[N:20][CH:21]=2)[CH:13]=[CH:14][CH:15]=1)(C(C)(C)C)(C)C.C1C[O:27][CH2:26][CH2:25]1.[O-]CC.[Na+].CCCC[N+](CCCC)(CCCC)CCCC.[F-].C1COCC1. Product: [CH2:26]([O:27][C:19]1[N:20]=[CH:21][C:16]([C:12]2[C:11]([F:23])=[C:10]([CH2:9][OH:8])[CH:15]=[CH:14][CH:13]=2)=[CH:17][N:18]=1)[CH3:25]. The catalyst class is: 161.